Dataset: Forward reaction prediction with 1.9M reactions from USPTO patents (1976-2016). Task: Predict the product of the given reaction. (1) Given the reactants [CH2:1]([O:3][C:4]([C:6]1[O:7][C:8]2[CH:15]=[CH:14][C:13]([Cl:16])=[C:12]([OH:17])[C:9]=2[C:10]=1[CH3:11])=[O:5])[CH3:2].[CH:18](Br)([CH3:20])[CH3:19].C([O-])([O-])=O.[K+].[K+], predict the reaction product. The product is: [CH2:1]([O:3][C:4]([C:6]1[O:7][C:8]2[CH:15]=[CH:14][C:13]([Cl:16])=[C:12]([O:17][CH:18]([CH3:20])[CH3:19])[C:9]=2[C:10]=1[CH3:11])=[O:5])[CH3:2]. (2) Given the reactants C(OC([NH:8][CH2:9][C@H:10]1[CH2:15][CH2:14][C@H:13]([C:16]([NH:18][C@@H:19]([CH2:44][C:45]2[CH:50]=[CH:49][C:48]([C:51]3[CH:56]=[CH:55][C:54]([C:57](=[O:73])[NH:58][C@H:59]4[CH2:64][CH2:63][C@H:62]([O:65][Si](C(C)(C)C)(C)C)[CH2:61][CH2:60]4)=[CH:53][C:52]=3[CH3:74])=[CH:47][CH:46]=2)[C:20]([NH:22][C:23]2[CH:28]=[CH:27][C:26]([C:29]3[NH:30][C:31]([C:34]([F:43])([F:42])[C:35]([F:41])([F:40])[C:36]([O:38][CH3:39])=[O:37])=[N:32][N:33]=3)=[CH:25][CH:24]=2)=[O:21])=[O:17])[CH2:12][CH2:11]1)=O)(C)(C)C.[F:75][C:76]([F:81])([F:80])[C:77]([OH:79])=[O:78], predict the reaction product. The product is: [F:75][C:76]([F:81])([F:80])[C:77]([OH:79])=[O:78].[NH2:8][CH2:9][C@H:10]1[CH2:15][CH2:14][C@H:13]([C:16]([NH:18][C@@H:19]([CH2:44][C:45]2[CH:46]=[CH:47][C:48]([C:51]3[CH:56]=[CH:55][C:54]([C:57](=[O:73])[NH:58][C@H:59]4[CH2:64][CH2:63][C@H:62]([O:65][C:77](=[O:78])[C:76]([F:81])([F:80])[F:75])[CH2:61][CH2:60]4)=[CH:53][C:52]=3[CH3:74])=[CH:49][CH:50]=2)[C:20]([NH:22][C:23]2[CH:28]=[CH:27][C:26]([C:29]3[NH:30][C:31]([C:34]([F:43])([F:42])[C:35]([F:41])([F:40])[C:36]([O:38][CH3:39])=[O:37])=[N:32][N:33]=3)=[CH:25][CH:24]=2)=[O:21])=[O:17])[CH2:12][CH2:11]1. (3) Given the reactants [H-].[Na+].[NH2:3][C:4]1[CH:9]=[C:8]([Cl:10])[N:7]=[C:6]([Cl:11])[C:5]=1[N+:12]([O-:14])=[O:13].[CH3:15][C:16]1[CH:23]=[CH:22][CH:21]=[C:20]([CH3:24])[C:17]=1[CH2:18]Cl.[I-].[Na+], predict the reaction product. The product is: [Cl:11][C:6]1[C:5]([N+:12]([O-:14])=[O:13])=[C:4]([NH:3][CH2:18][C:17]2[C:20]([CH3:24])=[CH:21][CH:22]=[CH:23][C:16]=2[CH3:15])[CH:9]=[C:8]([Cl:10])[N:7]=1.